The task is: Predict which catalyst facilitates the given reaction.. This data is from Catalyst prediction with 721,799 reactions and 888 catalyst types from USPTO. (1) Reactant: [Br:1][C:2]1[CH:3]=[C:4]([CH:31]=[CH:32][CH:33]=1)[CH2:5][N:6]1[CH:11]=[CH:10][CH:9]=[C:8]([C:12]([NH:14][C@@H:15]([CH2:19][CH2:20][CH2:21][NH:22]C(OC(C)(C)C)=O)[C:16]([OH:18])=[O:17])=[O:13])[C:7]1=[O:30].[C:34]([OH:40])([C:36]([F:39])([F:38])[F:37])=[O:35]. Product: [NH2:22][CH2:21][CH2:20][CH2:19][C@H:15]([NH:14][C:12]([C:8]1[C:7](=[O:30])[N:6]([CH2:5][C:4]2[CH:31]=[CH:32][CH:33]=[C:2]([Br:1])[CH:3]=2)[CH:11]=[CH:10][CH:9]=1)=[O:13])[C:16]([OH:18])=[O:17].[C:34]([OH:40])([C:36]([F:39])([F:38])[F:37])=[O:35]. The catalyst class is: 4. (2) Reactant: [H-].[Na+].[CH:3]1([C:9]2[CH:14]=[CH:13][C:12]([C:15](=[O:17])[CH3:16])=[CH:11][CH:10]=2)[CH2:8][CH2:7][CH2:6][CH2:5][CH2:4]1.[H][H].C(C1C=CC=CC=1)(=O)C.[C:29](=O)([O:33]CC)[O:30][CH2:31][CH3:32]. Product: [CH2:31]([O:30][C:29](=[O:33])[CH2:16][C:15]([C:12]1[CH:11]=[CH:10][C:9]([CH:3]2[CH2:4][CH2:5][CH2:6][CH2:7][CH2:8]2)=[CH:14][CH:13]=1)=[O:17])[CH3:32]. The catalyst class is: 81. (3) Reactant: [CH3:1][CH:2]([NH2:13])[CH2:3][C:4]1[C:12]2[C:7](=[CH:8][CH:9]=[CH:10][CH:11]=2)[NH:6][CH:5]=1.[CH3:14][N:15]([CH3:29])[C:16]1([C:23]2[CH:28]=[CH:27][CH:26]=[CH:25][CH:24]=2)[CH2:21][CH2:20][C:19](=O)[CH2:18][CH2:17]1.C(O)(=O)C.O. Product: [NH:6]1[C:7]2[C:12](=[CH:11][CH:10]=[CH:9][CH:8]=2)[C:4]([CH2:3][CH:2]([NH:13][CH:19]2[CH2:18][CH2:17][C:16]([C:23]3[CH:24]=[CH:25][CH:26]=[CH:27][CH:28]=3)([N:15]([CH3:29])[CH3:14])[CH2:21][CH2:20]2)[CH3:1])=[CH:5]1. The catalyst class is: 26. (4) Reactant: [CH:1]1([CH2:7][C@@H:8]([NH:26][CH3:27])[CH2:9][N:10]2[CH2:15][CH2:14][N:13]([C:16]3[C:25]4[O:24][CH2:23][CH2:22][O:21][C:20]=4[CH:19]=[CH:18][CH:17]=3)[CH2:12][CH2:11]2)[CH2:6][CH2:5][CH2:4][CH2:3][CH2:2]1.C(N(CC)CC)C.[CH3:35][C:36]1([C:42](Cl)=[O:43])[CH2:41][CH2:40][CH2:39][CH2:38][CH2:37]1. Product: [CH:1]1([CH2:7][C@@H:8]([N:26]([CH3:27])[C:42]([C:36]2([CH3:35])[CH2:41][CH2:40][CH2:39][CH2:38][CH2:37]2)=[O:43])[CH2:9][N:10]2[CH2:11][CH2:12][N:13]([C:16]3[C:25]4[O:24][CH2:23][CH2:22][O:21][C:20]=4[CH:19]=[CH:18][CH:17]=3)[CH2:14][CH2:15]2)[CH2:2][CH2:3][CH2:4][CH2:5][CH2:6]1. The catalyst class is: 4. (5) Reactant: [CH3:1][C:2]1([CH3:14])[C:6]([CH3:8])([CH3:7])[O:5][B:4]([C:9]2[CH:10]=[N:11][NH:12][CH:13]=2)[O:3]1.[CH2:15](Br)[CH:16]1[O:20][CH2:19][CH2:18][CH2:17]1.C(=O)([O-])[O-].[Cs+].[Cs+]. Product: [O:20]1[CH2:19][CH2:18][CH2:17][CH:16]1[CH2:15][N:12]1[CH:13]=[C:9]([B:4]2[O:5][C:6]([CH3:7])([CH3:8])[C:2]([CH3:14])([CH3:1])[O:3]2)[CH:10]=[N:11]1. The catalyst class is: 115. (6) Reactant: [F:1][C:2]([F:12])([F:11])[C:3]1[CH:10]=[CH:9][CH:8]=[CH:7][C:4]=1[CH2:5]Br.[SH:13][CH2:14][C@H:15]([NH:19][C@@H:20]([C:25]1[CH:30]=[CH:29][C:28]([F:31])=[CH:27][CH:26]=1)[C:21]([F:24])([F:23])[F:22])[C:16]([OH:18])=O.Cl.[NH2:33][C:34]1([C:37]#[N:38])[CH2:36][CH2:35]1.CCN(C(C)C)C(C)C.CN(C([O:55]N1N=NC2C=CC=NC1=2)=[N+](C)C)C.F[P-](F)(F)(F)(F)F.[OH-:72].[Na+]. Product: [C:37]([C:34]1([NH:33][C:16](=[O:18])[C@@H:15]([NH:19][C@@H:20]([C:25]2[CH:30]=[CH:29][C:28]([F:31])=[CH:27][CH:26]=2)[C:21]([F:24])([F:23])[F:22])[CH2:14][S:13]([CH2:5][C:4]2[CH:7]=[CH:8][CH:9]=[CH:10][C:3]=2[C:2]([F:12])([F:11])[F:1])(=[O:55])=[O:72])[CH2:36][CH2:35]1)#[N:38]. The catalyst class is: 12. (7) Reactant: [Br:1][C:2]1[N:3]=[CH:4][NH:5][CH:6]=1.[H-].[Na+].Br[CH:10]([CH3:12])[CH3:11]. Product: [Br:1][C:2]1[N:3]=[CH:4][N:5]([CH:10]([CH3:12])[CH3:11])[CH:6]=1. The catalyst class is: 9.